Dataset: Full USPTO retrosynthesis dataset with 1.9M reactions from patents (1976-2016). Task: Predict the reactants needed to synthesize the given product. (1) Given the product [Cl:1][C:2]1[N:10]=[C:9]2[C:5]([N:6]=[CH:7][N:8]2[CH:11]2[CH2:15][CH2:14][CH2:13][CH2:12]2)=[C:4]([NH:21][C:20]2[CH:22]=[CH:23][CH:24]=[C:18]([F:17])[CH:19]=2)[N:3]=1, predict the reactants needed to synthesize it. The reactants are: [Cl:1][C:2]1[N:10]=[C:9]2[C:5]([N:6]=[CH:7][N:8]2[CH:11]2[CH2:15][CH2:14][CH2:13][CH2:12]2)=[C:4](Cl)[N:3]=1.[F:17][C:18]1[CH:19]=[C:20]([CH:22]=[CH:23][CH:24]=1)[NH2:21]. (2) Given the product [C:1]([O:5][C:6](=[O:28])[C:7]1[CH:12]=[CH:11][C:10]([CH2:13][N:14]([C:17]([C:18]2[CH2:37][N:38]([CH3:39])[C:23](=[O:22])[C:19]=2[OH:20])=[O:27])[O:15][CH3:16])=[CH:9][CH:8]=1)([CH3:4])([CH3:2])[CH3:3], predict the reactants needed to synthesize it. The reactants are: [C:1]([O:5][C:6](=[O:28])[C:7]1[CH:12]=[CH:11][C:10]([CH2:13][N:14]([C:17](=[O:27])[CH:18]=[C:19]2[C:23](=O)[O:22]C(C)(C)[O:20]2)[O:15][CH3:16])=[CH:9][CH:8]=1)([CH3:4])([CH3:3])[CH3:2].C=O.CN.ClC1C=C(C=CC=1Cl)[CH2:37][N:38](C)[C:39](C1CN(C)C(=O)C=1O)=O. (3) Given the product [CH3:1][O:2][C:3]1[CH:7]=[C:6]([C:8]([Cl:14])=[O:10])[O:5][N:4]=1, predict the reactants needed to synthesize it. The reactants are: [CH3:1][O:2][C:3]1[CH:7]=[C:6]([C:8]([OH:10])=O)[O:5][N:4]=1.C(Cl)(=O)C([Cl:14])=O. (4) Given the product [CH3:32][O:31][C:22]1[CH:23]=[C:24]([C:25](=[O:26])[NH:27][CH3:28])[CH:29]=[CH:30][C:21]=1[O:20][C@@H:34]([CH3:36])[C:33]([OH:38])=[O:37], predict the reactants needed to synthesize it. The reactants are: C1(P(C2C=CC=CC=2)C2C=CC=CC=2)C=CC=CC=1.[OH:20][C:21]1[CH:30]=[CH:29][C:24]([C:25]([NH:27][CH3:28])=[O:26])=[CH:23][C:22]=1[O:31][CH3:32].[C:33]([O:38]C)(=[O:37])[C@@H:34]([CH3:36])O.C1(O)C=CC=CC=1.O.[OH-].[Li+].